This data is from Full USPTO retrosynthesis dataset with 1.9M reactions from patents (1976-2016). The task is: Predict the reactants needed to synthesize the given product. Given the product [Br:1][C:2]1[CH:3]=[C:4]2[C:5](=[CH:7][CH:8]=1)[N:6]=[CH:18][N:10]1[C:11]3[CH:12]=[CH:13][CH:14]=[CH:15][C:16]=3[CH:17]=[C:9]21, predict the reactants needed to synthesize it. The reactants are: [Br:1][C:2]1[CH:8]=[CH:7][C:5]([NH2:6])=[C:4]([C:9]2[NH:10][C:11]3[C:16]([CH:17]=2)=[CH:15][CH:14]=[CH:13][CH:12]=3)[CH:3]=1.[CH:18](O)=O.